Regression. Given two drug SMILES strings and cell line genomic features, predict the synergy score measuring deviation from expected non-interaction effect. From a dataset of NCI-60 drug combinations with 297,098 pairs across 59 cell lines. (1) Drug 1: CC1OCC2C(O1)C(C(C(O2)OC3C4COC(=O)C4C(C5=CC6=C(C=C35)OCO6)C7=CC(=C(C(=C7)OC)O)OC)O)O. Drug 2: CC1=C2C(C(=O)C3(C(CC4C(C3C(C(C2(C)C)(CC1OC(=O)C(C(C5=CC=CC=C5)NC(=O)OC(C)(C)C)O)O)OC(=O)C6=CC=CC=C6)(CO4)OC(=O)C)O)C)O. Cell line: SK-OV-3. Synergy scores: CSS=44.2, Synergy_ZIP=-1.88, Synergy_Bliss=-2.77, Synergy_Loewe=-20.5, Synergy_HSA=0.519. (2) Drug 1: CN(C)C1=NC(=NC(=N1)N(C)C)N(C)C. Drug 2: CC1CCC2CC(C(=CC=CC=CC(CC(C(=O)C(C(C(=CC(C(=O)CC(OC(=O)C3CCCCN3C(=O)C(=O)C1(O2)O)C(C)CC4CCC(C(C4)OC)OCCO)C)C)O)OC)C)C)C)OC. Cell line: HCC-2998. Synergy scores: CSS=2.17, Synergy_ZIP=0.996, Synergy_Bliss=4.33, Synergy_Loewe=-10.5, Synergy_HSA=-0.0615. (3) Drug 2: CC1C(C(CC(O1)OC2CC(CC3=C2C(=C4C(=C3O)C(=O)C5=C(C4=O)C(=CC=C5)OC)O)(C(=O)CO)O)N)O.Cl. Drug 1: C1CCN(CC1)CCOC2=CC=C(C=C2)C(=O)C3=C(SC4=C3C=CC(=C4)O)C5=CC=C(C=C5)O. Cell line: 786-0. Synergy scores: CSS=41.1, Synergy_ZIP=2.96, Synergy_Bliss=1.96, Synergy_Loewe=1.28, Synergy_HSA=1.42. (4) Drug 1: CC1=C2C(C(=O)C3(C(CC4C(C3C(C(C2(C)C)(CC1OC(=O)C(C(C5=CC=CC=C5)NC(=O)OC(C)(C)C)O)O)OC(=O)C6=CC=CC=C6)(CO4)OC(=O)C)OC)C)OC. Drug 2: C1=NC2=C(N=C(N=C2N1C3C(C(C(O3)CO)O)O)F)N. Cell line: SF-268. Synergy scores: CSS=22.3, Synergy_ZIP=-1.39, Synergy_Bliss=-6.30, Synergy_Loewe=-36.6, Synergy_HSA=-6.45. (5) Drug 1: C1=C(C(=O)NC(=O)N1)N(CCCl)CCCl. Synergy scores: CSS=11.1, Synergy_ZIP=-3.13, Synergy_Bliss=-2.16, Synergy_Loewe=-3.94, Synergy_HSA=-3.78. Drug 2: CNC(=O)C1=NC=CC(=C1)OC2=CC=C(C=C2)NC(=O)NC3=CC(=C(C=C3)Cl)C(F)(F)F. Cell line: OVCAR-4.